From a dataset of Catalyst prediction with 721,799 reactions and 888 catalyst types from USPTO. Predict which catalyst facilitates the given reaction. Reactant: [CH2:1]([S:8][C:9]1[CH:18]=[C:17]2[C:12]([C:13](Cl)=[N:14][CH:15]=[N:16]2)=[CH:11][CH:10]=1)[C:2]1[CH:7]=[CH:6][CH:5]=[CH:4][CH:3]=1.[Cl:20][C:21]1[CH:22]=[C:23]([C:27]2[CH:32]=[C:31]([O:33][CH3:34])[C:30](B(O)O)=[CH:29][C:28]=2[F:38])[CH:24]=[CH:25][CH:26]=1.C(=O)([O-])[O-].[K+].[K+].O1CCOCC1. Product: [CH2:1]([S:8][C:9]1[CH:18]=[C:17]2[C:12]([C:13]([C:30]3[C:31]([O:33][CH3:34])=[CH:32][C:27]([C:23]4[CH:24]=[CH:25][CH:26]=[C:21]([Cl:20])[CH:22]=4)=[C:28]([F:38])[CH:29]=3)=[N:14][CH:15]=[N:16]2)=[CH:11][CH:10]=1)[C:2]1[CH:7]=[CH:6][CH:5]=[CH:4][CH:3]=1. The catalyst class is: 103.